This data is from NCI-60 drug combinations with 297,098 pairs across 59 cell lines. The task is: Regression. Given two drug SMILES strings and cell line genomic features, predict the synergy score measuring deviation from expected non-interaction effect. Drug 1: CC12CCC(CC1=CCC3C2CCC4(C3CC=C4C5=CN=CC=C5)C)O. Drug 2: C1=CC(=CC=C1C#N)C(C2=CC=C(C=C2)C#N)N3C=NC=N3. Cell line: OVCAR3. Synergy scores: CSS=4.02, Synergy_ZIP=-1.12, Synergy_Bliss=2.48, Synergy_Loewe=-1.38, Synergy_HSA=1.75.